From a dataset of Reaction yield outcomes from USPTO patents with 853,638 reactions. Predict the reaction yield, written as a fraction of the theoretical maximum amount of product (1.0 means a 100% yield; for example, 0.34 means a 34% yield). (1) The reactants are Br[C:2](=[CH:5]OC(C)C)[CH:3]=[O:4].[NH2:10][C:11]1[C:19]2[C:14](=[CH:15][CH:16]=[CH:17][CH:18]=2)[CH2:13][N:12]=1.C(N(CC)CC)C. The catalyst is C(#N)C.C(OCC)(=O)C. The product is [N:10]1[C:2]([CH:3]=[O:4])=[CH:5][N:12]2[CH2:13][C:14]3[C:19](=[CH:18][CH:17]=[CH:16][CH:15]=3)[C:11]=12. The yield is 0.220. (2) The yield is 0.190. The catalyst is OS(O)(=O)=O. The reactants are C(OC([NH:8][C:9]1[CH:14]=[CH:13][CH:12]=[C:11]([O:15][CH3:16])[C:10]=1[C:17](=[O:23])[C:18](OCC)=[O:19])=O)(C)(C)C. The product is [CH3:16][O:15][C:11]1[CH:12]=[CH:13][CH:14]=[C:9]2[C:10]=1[C:17](=[O:23])[C:18](=[O:19])[NH:8]2. (3) The reactants are [H-].[Na+].[CH2:3]([O:5][C:6]1[CH:24]=[CH:23][C:9]([CH2:10][C:11]2[NH:15][C:14]3[CH:16]=[CH:17][C:18]([N+:20]([O-:22])=[O:21])=[CH:19][C:13]=3[N:12]=2)=[CH:8][CH:7]=1)[CH3:4].Cl[CH2:26][CH2:27][N:28]([CH2:31][CH3:32])[CH2:29][CH3:30]. The catalyst is O1CCOCC1. The product is [CH2:3]([O:5][C:6]1[CH:24]=[CH:23][C:9]([CH2:10][C:11]2[N:12]([CH2:26][CH2:27][N:28]([CH2:31][CH3:32])[CH2:29][CH3:30])[C:13]3[CH:19]=[C:18]([N+:20]([O-:22])=[O:21])[CH:17]=[CH:16][C:14]=3[N:15]=2)=[CH:8][CH:7]=1)[CH3:4]. The yield is 0.136. (4) The reactants are [F:1][C:2]1[CH:28]=[C:27]([F:29])[CH:26]=[CH:25][C:3]=1[CH2:4][N:5]1[CH2:10][CH2:9][N:8]([C:11]2[N:12]=[C:13]3[CH:24]=[CH:23][N:22]=[CH:21][C:14]3=[N:15][C:16]=2[NH:17][CH:18]([CH3:20])[CH3:19])[CH2:7][CH2:6]1.[C:30](OC(=O)C)(=[O:32])[CH3:31]. The catalyst is CC(C)=O.O1CCOCC1.[Pd]. The product is [F:1][C:2]1[CH:28]=[C:27]([F:29])[CH:26]=[CH:25][C:3]=1[CH2:4][N:5]1[CH2:10][CH2:9][N:8]([C:11]2[N:12]=[C:13]3[CH2:24][CH2:23][N:22]([C:30](=[O:32])[CH3:31])[CH2:21][C:14]3=[N:15][C:16]=2[NH:17][CH:18]([CH3:20])[CH3:19])[CH2:7][CH2:6]1. The yield is 0.611. (5) The reactants are [CH:1]1([C:4]2[N:8]([CH2:9][C:10]3[C:15]([F:16])=[CH:14][C:13]([O:17][CH2:18][CH3:19])=[CH:12][C:11]=3[F:20])[N:7]=[C:6]([C:21]3[N:26]=[C:25]([NH2:27])[C:24]([NH2:28])=[C:23]([NH2:29])[N:22]=3)[C:5]=2[CH3:30])[CH2:3][CH2:2]1.C(N(CC)CC)C.[F:38][C:39]([F:45])([F:44])[S:40](Cl)(=[O:42])=[O:41]. The catalyst is CN(C=O)C. The product is [NH2:29][C:23]1[C:24]([NH:28][S:40]([C:39]([F:45])([F:44])[F:38])(=[O:42])=[O:41])=[C:25]([NH2:27])[N:26]=[C:21]([C:6]2[C:5]([CH3:30])=[C:4]([CH:1]3[CH2:3][CH2:2]3)[N:8]([CH2:9][C:10]3[C:15]([F:16])=[CH:14][C:13]([O:17][CH2:18][CH3:19])=[CH:12][C:11]=3[F:20])[N:7]=2)[N:22]=1. The yield is 0.750. (6) The reactants are [OH:1][C:2]1[C:3](=[O:16])[CH:4]=[C:5]([CH2:8][O:9][CH:10]2[CH2:15][CH2:14][CH2:13][CH2:12][O:11]2)[O:6][CH:7]=1.C([O-])([O-])=O.[Cs+].[Cs+].[Br:23][CH2:24][CH2:25][CH2:26][CH2:27][CH2:28][CH2:29][CH2:30]Br. No catalyst specified. The product is [Br:23][CH2:24][CH2:25][CH2:26][CH2:27][CH2:28][CH2:29][CH2:30][O:1][C:2]1[C:3](=[O:16])[CH:4]=[C:5]([CH2:8][O:9][CH:10]2[CH2:15][CH2:14][CH2:13][CH2:12][O:11]2)[O:6][CH:7]=1. The yield is 0.780. (7) The reactants are [F:1][C:2]1[CH:3]=[C:4]2[C:13](=[CH:14][CH:15]=1)[C:12](=[O:16])[C:6]1([CH2:11][CH2:10][NH:9][CH2:8][CH2:7]1)[CH2:5]2.Br[CH2:18][C:19]([OH:21])=[O:20].C(N(CC)CC)C. The catalyst is C(#N)C.C(OCC)(=O)C. The product is [F:1][C:2]1[CH:3]=[C:4]2[C:13](=[CH:14][CH:15]=1)[C:12](=[O:16])[C:6]1([CH2:11][CH2:10][N:9]([CH2:18][C:19]([OH:21])=[O:20])[CH2:8][CH2:7]1)[CH2:5]2. The yield is 1.00.